The task is: Predict the reactants needed to synthesize the given product.. This data is from Full USPTO retrosynthesis dataset with 1.9M reactions from patents (1976-2016). (1) Given the product [CH:31]([N:34]([CH2:2][CH2:3][O:4][C:5]([C:18]1[CH:23]=[CH:22][CH:21]=[CH:20][CH:19]=1)([C:12]1[CH:17]=[CH:16][CH:15]=[CH:14][CH:13]=1)[C:6]1[CH:11]=[CH:10][CH:9]=[CH:8][CH:7]=1)[CH2:35][CH2:36][OH:37])([CH3:33])[CH3:32], predict the reactants needed to synthesize it. The reactants are: Br[CH2:2][CH2:3][O:4][C:5]([C:18]1[CH:23]=[CH:22][CH:21]=[CH:20][CH:19]=1)([C:12]1[CH:17]=[CH:16][CH:15]=[CH:14][CH:13]=1)[C:6]1[CH:11]=[CH:10][CH:9]=[CH:8][CH:7]=1.CCN(CC)CC.[CH:31]([NH:34][CH2:35][CH2:36][OH:37])([CH3:33])[CH3:32]. (2) Given the product [C:1]([C:5]1[CH:6]=[C:7]([NH:11][C:12]2[S:13][C:14]3[CH:20]=[CH:19][C:18]([O:21][C:39]4[CH:44]=[CH:43][N:42]=[C:41]([NH:45][C:46]([CH:48]5[CH2:53][CH2:52][N:51]([CH3:54])[CH2:50][CH2:49]5)=[O:47])[CH:40]=4)=[CH:17][C:15]=3[N:16]=2)[CH:8]=[CH:9][CH:10]=1)([CH3:4])([CH3:2])[CH3:3], predict the reactants needed to synthesize it. The reactants are: [C:1]([C:5]1[CH:6]=[C:7]([NH:11][C:12]2[S:13][C:14]3[CH:20]=[CH:19][C:18]([OH:21])=[CH:17][C:15]=3[N:16]=2)[CH:8]=[CH:9][CH:10]=1)([CH3:4])([CH3:3])[CH3:2].C[Si]([N-][Si](C)(C)C)(C)C.[K+].C(=O)([O-])[O-].[K+].[K+].Cl[C:39]1[CH:44]=[CH:43][N:42]=[C:41]([NH:45][C:46]([CH:48]2[CH2:53][CH2:52][N:51]([CH3:54])[CH2:50][CH2:49]2)=[O:47])[CH:40]=1. (3) Given the product [NH2:1][C:2]1[N:7]=[C:6]([C:8]2[NH:12][C:11]([C:13]3[CH:18]=[C:17]([Cl:19])[CH:16]=[CH:15][C:14]=3[CH2:20][CH3:21])=[C:10]([C:22]([NH2:28])=[O:24])[CH:9]=2)[C:5]([Br:25])=[CH:4][N:3]=1, predict the reactants needed to synthesize it. The reactants are: [NH2:1][C:2]1[N:7]=[C:6]([C:8]2[NH:12][C:11]([C:13]3[CH:18]=[C:17]([Cl:19])[CH:16]=[CH:15][C:14]=3[CH2:20][CH3:21])=[C:10]([C:22]([OH:24])=O)[CH:9]=2)[C:5]([Br:25])=[CH:4][N:3]=1.CC[N:28](C(C)C)C(C)C.CCN=C=NCCCN(C)C.Cl.C1C=CC2N(O)N=NC=2C=1.N.C(=O)([O-])O.[Na+]. (4) Given the product [Cl-:15].[Cl-:38].[CH:1]1([N:4]2[C:8]([C:9]3[CH:14]=[CH:13][CH:12]=[C:11]([Cl:15])[C:10]=3[Cl:16])=[NH+:7][N:6]=[C:5]2[C@@H:17]2[C@@H:22]([C:23]3[CH:28]=[CH:27][C:26]([F:29])=[C:25]([F:30])[CH:24]=3)[CH2:21][CH2:20][NH2+:19][CH2:18]2)[CH2:2][CH2:3]1, predict the reactants needed to synthesize it. The reactants are: [CH:1]1([N:4]2[C:8]([C:9]3[CH:14]=[CH:13][CH:12]=[C:11]([Cl:15])[C:10]=3[Cl:16])=[N:7][N:6]=[C:5]2[C@@H:17]2[C@@H:22]([C:23]3[CH:28]=[CH:27][C:26]([F:29])=[C:25]([F:30])[CH:24]=3)[CH2:21][CH2:20][N:19](C(OC(C)(C)C)=O)[CH2:18]2)[CH2:3][CH2:2]1.[ClH:38].O1CCOCC1.